From a dataset of Catalyst prediction with 721,799 reactions and 888 catalyst types from USPTO. Predict which catalyst facilitates the given reaction. (1) Reactant: [OH-].[Li+].[CH:3]1([C@H:8]([NH:13][C:14]([C:16]2[CH:21]=[CH:20][C:19]([C:22]3[CH:27]=[CH:26][C:25]([O:28][CH3:29])=[CH:24][CH:23]=3)=[CH:18][C:17]=2[NH:30][C:31]([NH:33][C:34]2[C:39]([CH3:40])=[CH:38][C:37]([CH3:41])=[CH:36][C:35]=2[CH3:42])=[O:32])=[O:15])[C:9]([O:11]C)=[O:10])[CH2:7][CH2:6][CH2:5][CH2:4]1.CO.Cl. Product: [CH:3]1([C@H:8]([NH:13][C:14]([C:16]2[CH:21]=[CH:20][C:19]([C:22]3[CH:27]=[CH:26][C:25]([O:28][CH3:29])=[CH:24][CH:23]=3)=[CH:18][C:17]=2[NH:30][C:31]([NH:33][C:34]2[C:35]([CH3:42])=[CH:36][C:37]([CH3:41])=[CH:38][C:39]=2[CH3:40])=[O:32])=[O:15])[C:9]([OH:11])=[O:10])[CH2:7][CH2:6][CH2:5][CH2:4]1. The catalyst class is: 20. (2) Reactant: [CH2:1]([C:8]1[O:12][N:11]=[C:10]([C:13]([NH:15][C@H:16]2[CH2:22][O:21][C:20]3[CH:23]=[CH:24][C:25]([C:27](O)=[O:28])=[CH:26][C:19]=3[N:18]([CH3:30])[C:17]2=[O:31])=[O:14])[CH:9]=1)[C:2]1[CH:7]=[CH:6][CH:5]=[CH:4][CH:3]=1.C1N=CN(C(N2C=NC=C2)=O)C=1.[NH2:44][NH2:45]. Product: [CH2:1]([C:8]1[O:12][N:11]=[C:10]([C:13]([NH:15][C@H:16]2[CH2:22][O:21][C:20]3[CH:23]=[CH:24][C:25]([C:27]([NH:44][NH2:45])=[O:28])=[CH:26][C:19]=3[N:18]([CH3:30])[C:17]2=[O:31])=[O:14])[CH:9]=1)[C:2]1[CH:3]=[CH:4][CH:5]=[CH:6][CH:7]=1. The catalyst class is: 2. (3) Reactant: [CH2:1]([O:3][C:4](=[O:9])[CH2:5][C:6](Cl)=[O:7])[CH3:2].[CH2:10]([O:12][C:13]([C:15]1([C:18]2([NH2:21])[CH2:20][CH2:19]2)[CH2:17][CH2:16]1)=[O:14])[CH3:11].C(N(CC)CC)C.Cl. Product: [CH2:10]([O:12][C:13]([C:15]1([C:18]2([NH:21][C:6](=[O:7])[CH2:5][C:4]([O:3][CH2:1][CH3:2])=[O:9])[CH2:20][CH2:19]2)[CH2:17][CH2:16]1)=[O:14])[CH3:11]. The catalyst class is: 2. (4) Reactant: [Cl:1][C:2]1[C:3]([N+:9]([O-])=O)=[C:4]([NH2:8])[CH:5]=[CH:6][CH:7]=1.[NH4+].[Cl-].CC(C)=O. Product: [Cl:1][C:2]1[CH:7]=[CH:6][CH:5]=[C:4]([NH2:8])[C:3]=1[NH2:9]. The catalyst class is: 739.